From a dataset of Forward reaction prediction with 1.9M reactions from USPTO patents (1976-2016). Predict the product of the given reaction. (1) Given the reactants [F:1][C:2]([F:22])([F:21])[O:3][C:4]1[CH:9]=[CH:8][C:7]([C:10]2[O:14][N:13]=[CH:12][C:11]=2[CH2:15][CH2:16][C:17](OC)=[O:18])=[CH:6][CH:5]=1.[H-].C([Al+]CC(C)C)C(C)C.Cl, predict the reaction product. The product is: [F:22][C:2]([F:1])([F:21])[O:3][C:4]1[CH:9]=[CH:8][C:7]([C:10]2[O:14][N:13]=[CH:12][C:11]=2[CH2:15][CH2:16][CH2:17][OH:18])=[CH:6][CH:5]=1. (2) Given the reactants [N:1]1([C:6]2[CH:11]=[CH:10][C:9]([CH:12]([N:14]3[CH2:19][CH2:18][C:17]([CH2:21][C:22](=[O:29])[C:23]4[CH:28]=[CH:27][CH:26]=[CH:25][CH:24]=4)(O)[CH2:16][CH2:15]3)[CH3:13])=[CH:8][CH:7]=2)[CH2:5][CH2:4][CH2:3][CH2:2]1.C(=O)=O.CC(C)=O.CCN(S(F)(F)[F:43])CC.[Cl:46]CCl, predict the reaction product. The product is: [ClH:46].[N:1]1([C:6]2[CH:11]=[CH:10][C:9]([CH:12]([N:14]3[CH2:19][CH2:18][C:17]([CH2:21][C:22](=[O:29])[C:23]4[CH:28]=[CH:27][CH:26]=[CH:25][CH:24]=4)([F:43])[CH2:16][CH2:15]3)[CH3:13])=[CH:8][CH:7]=2)[CH2:5][CH2:4][CH2:3][CH2:2]1.